This data is from Reaction yield outcomes from USPTO patents with 853,638 reactions. The task is: Predict the reaction yield, written as a fraction of the theoretical maximum amount of product (1.0 means a 100% yield; for example, 0.34 means a 34% yield). (1) The reactants are Br[C:2]1[N:6]2[C:7]3[CH:19]=[CH:18][CH:17]=[N:16][C:8]=3[NH:9][C:10]3[CH:15]=[CH:14][CH:13]=[CH:12][C:11]=3[C:5]2=[N:4][C:3]=1[CH2:20][CH2:21][C:22]1[CH:27]=[CH:26][CH:25]=[CH:24][CH:23]=1.C(O)C.C(=O)(O)[O-].[Na+].CC1(C)C(C)(C)OB([C:44]2[CH:49]=[CH:48][C:47]([C:50]3([NH:54][C:55](=[O:61])[O:56][C:57]([CH3:60])([CH3:59])[CH3:58])[CH2:53][CH2:52][CH2:51]3)=[CH:46][CH:45]=2)O1. The catalyst is C1(C)C=CC=CC=1. The product is [CH2:20]([C:3]1[N:4]=[C:5]2[C:11]3[CH:12]=[CH:13][CH:14]=[CH:15][C:10]=3[NH:9][C:8]3[N:16]=[CH:17][CH:18]=[CH:19][C:7]=3[N:6]2[C:2]=1[C:44]1[CH:45]=[CH:46][C:47]([C:50]2([NH:54][C:55](=[O:61])[O:56][C:57]([CH3:59])([CH3:58])[CH3:60])[CH2:51][CH2:52][CH2:53]2)=[CH:48][CH:49]=1)[CH2:21][C:22]1[CH:23]=[CH:24][CH:25]=[CH:26][CH:27]=1. The yield is 0.150. (2) The reactants are [CH3:1][O:2][C:3](=[O:16])[C:4]1[CH:9]=[C:8]([F:10])[CH:7]=[C:6]([N+:11]([O-:13])=[O:12])[C:5]=1[CH2:14]Br.CN(C)C=O.[N-:22]=[N+:23]=[N-:24].[Na+]. The catalyst is O. The product is [CH3:1][O:2][C:3](=[O:16])[C:4]1[CH:9]=[C:8]([F:10])[CH:7]=[C:6]([N+:11]([O-:13])=[O:12])[C:5]=1[CH2:14][N:22]=[N+:23]=[N-:24]. The yield is 0.958. (3) The reactants are [CH:1]([C:3]1[C:11]2[C:6](=[CH:7][C:8]([C@H:12]3[C@@:14]4([C:22]5[C:17](=[CH:18][CH:19]=[CH:20][CH:21]=5)[NH:16][C:15]4=[O:23])[CH2:13]3)=[CH:9][CH:10]=2)[NH:5][N:4]=1)=[CH2:2].Br[C:25]1[C:26]([CH3:32])=[N:27][C:28]([CH3:31])=[CH:29][CH:30]=1.CCN(C(C)C)C(C)C.CC1C=CC=CC=1P(C1C=CC=CC=1C)C1C=CC=CC=1C. The catalyst is CN(C=O)C.CC([O-])=O.CC([O-])=O.[Pd+2]. The product is [CH3:32][C:26]1[C:25](/[CH:2]=[CH:1]/[C:3]2[C:11]3[C:6](=[CH:7][C:8]([C@H:12]4[C@@:14]5([C:22]6[C:17](=[CH:18][CH:19]=[CH:20][CH:21]=6)[NH:16][C:15]5=[O:23])[CH2:13]4)=[CH:9][CH:10]=3)[NH:5][N:4]=2)=[CH:30][CH:29]=[C:28]([CH3:31])[N:27]=1. The yield is 0.220. (4) The reactants are S(Cl)(Cl)=O.[C:5]1([C:11]2[N:12]=[CH:13][S:14][C:15]=2C(O)=O)[CH:10]=[CH:9][CH:8]=[CH:7][CH:6]=1.[N-:19]=[N+]=[N-].[Na+].C([O:25][CH2:26]C)C. The catalyst is C1C=CC=CC=1.O. The product is [N:12]1[C:11]2[C:5]3[CH:6]=[CH:7][CH:8]=[CH:9][C:10]=3[C:26](=[O:25])[NH:19][C:15]=2[S:14][CH:13]=1. The yield is 0.200. (5) The reactants are [N+:1]([C:4]1[CH:9]=[CH:8][C:7]([S:10](Cl)(=[O:12])=[O:11])=[CH:6][CH:5]=1)([O-:3])=[O:2].[CH3:14][NH2:15]. The catalyst is CCOCC. The product is [CH3:14][NH:15][S:10]([C:7]1[CH:8]=[CH:9][C:4]([N+:1]([O-:3])=[O:2])=[CH:5][CH:6]=1)(=[O:12])=[O:11]. The yield is 0.980. (6) The catalyst is O1CCCC1. The reactants are [F:1][C:2]1([F:47])[CH2:7][CH2:6][CH:5]([C:8]2[C:17]3[CH:16]([OH:18])[CH2:15][C:14]([CH3:20])([CH3:19])[CH2:13][C:12]=3[N:11]=[C:10]([CH:21]3[CH2:26][CH2:25][N:24]([C:27]4[N:32]=[CH:31][C:30](C=O)=[CH:29][N:28]=4)[CH2:23][CH2:22]3)[C:9]=2[CH:35]([F:46])[C:36]2[CH:41]=[CH:40][C:39]([C:42]([F:45])([F:44])[F:43])=[CH:38][CH:37]=2)[CH2:4][CH2:3]1.[C:48]([OH:51])(=O)[CH3:49].[CH3:52][NH:53][CH2:54]CO.C(O[BH-](OC(=O)C)OC(=O)C)(=O)C.[Na+].C(=O)([O-])O.[Na+]. The yield is 0.890. The product is [F:1][C:2]1([F:47])[CH2:3][CH2:4][CH:5]([C:8]2[C:17]3[CH:16]([OH:18])[CH2:15][C:14]([CH3:20])([CH3:19])[CH2:13][C:12]=3[N:11]=[C:10]([CH:21]3[CH2:26][CH2:25][N:24]([C:27]4[N:32]=[CH:31][C:30]([CH2:52][N:53]([CH2:49][CH2:48][OH:51])[CH3:54])=[CH:29][N:28]=4)[CH2:23][CH2:22]3)[C:9]=2[CH:35]([F:46])[C:36]2[CH:41]=[CH:40][C:39]([C:42]([F:45])([F:43])[F:44])=[CH:38][CH:37]=2)[CH2:6][CH2:7]1. (7) The reactants are [O:1]1[CH2:5][CH2:4][CH:3]([CH:6]=O)[CH2:2]1.[O:8]=[C:9]([CH:11](P(=O)(OCC)OCC)[CH2:12][CH2:13][CH2:14][CH3:15])[CH3:10]. No catalyst specified. The product is [O:1]1[CH2:5][CH2:4][CH:3](/[CH:6]=[C:11](\[CH2:12][CH2:13][CH2:14][CH3:15])/[C:9](=[O:8])[CH3:10])[CH2:2]1. The yield is 0.300. (8) The reactants are C(O[C:6]([NH:8][NH:9][C:10]1[CH:15]=[CH:14][CH:13]=[CH:12][C:11]=1[C:16]([F:19])([F:18])[F:17])=O)(C)(C)C.[CH3:20][C@:21]12[C:27]([CH3:29])([CH3:28])[C@H:24]([CH2:25][CH2:26]1)[CH:23]([C:30](Cl)=[O:31])C2=O.N1C=CC=CC=1.Cl. The catalyst is ClCCCl.O1CCOCC1.C(O)(=O)C. The product is [F:19][C:16]([F:17])([F:18])[C:11]1[CH:12]=[CH:13][CH:14]=[CH:15][C:10]=1[N:9]1[C:30](=[O:31])[C:23]2[C@@H:24]3[C:27]([CH3:29])([CH3:28])[C@@:21]([CH3:20])([CH2:26][CH2:25]3)[C:6]=2[NH:8]1. The yield is 0.460. (9) The reactants are [C:1]1(P(C2C=CC=CC=2)C2C=CC=CC=2)[CH:6]=CC=C[CH:2]=1.[Cl:20][C:21]1[C:28]([CH3:29])=[C:27]([C:30]2[CH:34]=[CH:33][NH:32][N:31]=2)[CH:26]=[CH:25][C:22]=1[C:23]#[N:24].CC(OC(/[N:41]=N/C(OC(C)C)=O)=O)C.Cl. The catalyst is CCOC(C)=O.O. The product is [NH2:41][CH2:2][C@H:1]([N:32]1[CH:33]=[CH:34][C:30]([C:27]2[CH:26]=[CH:25][C:22]([C:23]#[N:24])=[C:21]([Cl:20])[C:28]=2[CH3:29])=[N:31]1)[CH3:6]. The yield is 0.290. (10) The reactants are [C:1]([O:5][C:6]([NH:8][C@H:9]([C:22]([O:24][CH3:25])=[O:23])[CH2:10][C:11]1[S:12][C:13]([CH2:16][CH2:17][CH2:18][C:19](=O)[CH3:20])=[CH:14][CH:15]=1)=[O:7])([CH3:4])([CH3:3])[CH3:2].[NH2:26][C:27]1[C:32]([CH:33]=O)=[CH:31][CH:30]=[CH:29][N:28]=1.N1CCC[C@H]1C(O)=O. The catalyst is C(O)C. The product is [C:1]([O:5][C:6]([NH:8][C@H:9]([C:22]([O:24][CH3:25])=[O:23])[CH2:10][C:11]1[S:12][C:13]([CH2:16][CH2:17][CH2:18][C:19]2[CH:20]=[CH:33][C:32]3[C:27](=[N:28][CH:29]=[CH:30][CH:31]=3)[N:26]=2)=[CH:14][CH:15]=1)=[O:7])([CH3:4])([CH3:3])[CH3:2]. The yield is 0.560.